This data is from CYP2C9 inhibition data for predicting drug metabolism from PubChem BioAssay. The task is: Regression/Classification. Given a drug SMILES string, predict its absorption, distribution, metabolism, or excretion properties. Task type varies by dataset: regression for continuous measurements (e.g., permeability, clearance, half-life) or binary classification for categorical outcomes (e.g., BBB penetration, CYP inhibition). Dataset: cyp2c9_veith. (1) The drug is CCn1c(CC(=O)Nc2ccc(C)c(Cl)c2)nnc1SCc1ccc(Cl)c(Cl)c1. The result is 0 (non-inhibitor). (2) The compound is Nc1ccccc1C#CCCCCO. The result is 1 (inhibitor). (3) The compound is CNc1ncncc1-c1ccc(C(=O)N(C)C)cc1. The result is 0 (non-inhibitor).